From a dataset of TCR-epitope binding with 47,182 pairs between 192 epitopes and 23,139 TCRs. Binary Classification. Given a T-cell receptor sequence (or CDR3 region) and an epitope sequence, predict whether binding occurs between them. (1) The epitope is DATYQRTRALVR. The TCR CDR3 sequence is CASSLAGGLAGPSYEQYF. Result: 1 (the TCR binds to the epitope). (2) The epitope is GVAMPNLYK. The TCR CDR3 sequence is CASSFGAGGQSSTDTQYF. Result: 0 (the TCR does not bind to the epitope). (3) The epitope is LPAADLDDF. The TCR CDR3 sequence is CASSLLSVTLNTGELFF. Result: 1 (the TCR binds to the epitope). (4) The epitope is RLYYDSMSY. The TCR CDR3 sequence is CASTSGFGSGETQYF. Result: 0 (the TCR does not bind to the epitope).